From a dataset of Reaction yield outcomes from USPTO patents with 853,638 reactions. Predict the reaction yield, written as a fraction of the theoretical maximum amount of product (1.0 means a 100% yield; for example, 0.34 means a 34% yield). The reactants are [CH2:1]([C:3]1[N:7]([C:8]2[N:16]=[C:15]3[C:11]([N:12]=[C:13]([CH:18]=O)[N:14]3[CH3:17])=[C:10]([N:20]3[CH2:25][CH2:24][O:23][CH2:22][CH2:21]3)[N:9]=2)[C:6]2[CH:26]=[CH:27][CH:28]=[CH:29][C:5]=2[N:4]=1)[CH3:2].[CH3:30][C:31]1([CH3:38])[NH:36][CH2:35][CH2:34][NH:33][C:32]1=[O:37].C(O[BH-](OC(=O)C)OC(=O)C)(=O)C.[Na+]. The catalyst is ClCCCl. The product is [CH2:1]([C:3]1[N:7]([C:8]2[N:16]=[C:15]3[C:11]([N:12]=[C:13]([CH2:18][N:36]4[CH2:35][CH2:34][NH:33][C:32](=[O:37])[C:31]4([CH3:38])[CH3:30])[N:14]3[CH3:17])=[C:10]([N:20]3[CH2:25][CH2:24][O:23][CH2:22][CH2:21]3)[N:9]=2)[C:6]2[CH:26]=[CH:27][CH:28]=[CH:29][C:5]=2[N:4]=1)[CH3:2]. The yield is 0.110.